Dataset: Full USPTO retrosynthesis dataset with 1.9M reactions from patents (1976-2016). Task: Predict the reactants needed to synthesize the given product. (1) Given the product [CH2:35]([N:25]1[C:26]2[C:31](=[CH:30][C:29]([CH3:34])=[CH:28][CH:27]=2)[C:32]([N:4]2[CH2:5][CH2:6][N:1]([C:7]([C:9]3[S:10][CH:11]=[CH:12][CH:13]=3)=[O:8])[CH2:2][CH2:3]2)=[C:23]([C:21]#[N:20])[C:24]1=[O:36])[C:26]1[CH:31]=[CH:30][CH:29]=[CH:28][CH:27]=1, predict the reactants needed to synthesize it. The reactants are: [N:1]1([C:7]([C:9]2[S:10][CH:11]=[CH:12][CH:13]=2)=[O:8])[CH2:6][CH2:5][NH:4][CH2:3][CH2:2]1.C1([NH:20][C:21]([C:23]2[C:24](=[O:36])[N:25]([CH3:35])[C:26]3[C:31]([C:32]=2O)=[CH:30][C:29]([CH3:34])=[CH:28][CH:27]=3)=O)CCCCC1. (2) Given the product [Cl:5][C:6]1[CH:22]=[CH:21][CH:20]=[C:19]([Cl:23])[C:7]=1[CH2:8][O:9][C:10]1[C:11]([NH2:16])=[N:12][CH:13]=[CH:14][CH:15]=1, predict the reactants needed to synthesize it. The reactants are: CC(O)=O.[Cl:5][C:6]1[CH:22]=[CH:21][CH:20]=[C:19]([Cl:23])[C:7]=1[CH2:8][O:9][C:10]1[C:11]([N+:16]([O-])=O)=[N:12][CH:13]=[CH:14][CH:15]=1. (3) Given the product [Cl-:10].[CH2:1]([NH:9][C:12]([NH2:13])=[NH2+:11])[CH2:2][CH2:3][CH2:4][CH2:5][CH2:6][CH2:7][CH3:8], predict the reactants needed to synthesize it. The reactants are: [CH2:1]([NH2:9])[CH2:2][CH2:3][CH2:4][CH2:5][CH2:6][CH2:7][CH3:8].[ClH:10].[N:11]#[C:12][NH2:13]. (4) Given the product [Cl:29][C:30]1[N:35]=[C:34]([C:9]2[S:8][C:7]3[C:2]([Cl:1])=[CH:3][CH:4]=[CH:5][C:6]=3[CH:10]=2)[CH:33]=[CH:32][N:31]=1, predict the reactants needed to synthesize it. The reactants are: [Cl:1][C:2]1[C:7]2[S:8][CH:9]=[CH:10][C:6]=2[CH:5]=[CH:4][CH:3]=1.B(OC(C)C)(OC(C)C)OC(C)C.C([Li])CCC.[Cl:29][C:30]1[N:35]=[C:34](Cl)[CH:33]=[CH:32][N:31]=1.C([O-])([O-])=O.[Na+].[Na+]. (5) Given the product [Br:1][C:2]1[CH:18]=[CH:17][C:5]2[N:6]([CH:10]3[CH2:11][CH2:12][CH:13]([OH:16])[CH2:14][CH2:15]3)[CH2:7][CH2:8][O:9][C:4]=2[CH:3]=1, predict the reactants needed to synthesize it. The reactants are: [Br:1][C:2]1[CH:18]=[CH:17][C:5]2[N:6]([CH:10]3[CH2:15][CH2:14][C:13](=[O:16])[CH2:12][CH2:11]3)[CH2:7][CH2:8][O:9][C:4]=2[CH:3]=1.[BH4-].[Na+]. (6) Given the product [F:6][CH2:7][C:8]([CH2:15][F:16])([CH2:17][F:18])[C:9]([OH:14])([CH2:12][CH3:13])[C:10]([NH2:11])=[O:19], predict the reactants needed to synthesize it. The reactants are: S(=O)(=O)(O)O.[F:6][CH2:7][C:8]([CH2:17][F:18])([CH2:15][F:16])[C:9]([OH:14])([CH2:12][CH3:13])[C:10]#[N:11].[OH2:19]. (7) Given the product [O:20]1[CH:21]=[CH:22][N:23]=[C:19]1[NH:18][C:15]([CH:13]1[C:12]2[CH:11]=[CH:10][CH:9]=[CH:8][C:7]=2[O:6][C:5]2[C:14]1=[CH:1][CH:2]=[CH:3][CH:4]=2)=[O:16], predict the reactants needed to synthesize it. The reactants are: [CH:1]1[C:14]2[CH:13]([C:15](Cl)=[O:16])[C:12]3[C:7](=[CH:8][CH:9]=[CH:10][CH:11]=3)[O:6][C:5]=2[CH:4]=[CH:3][CH:2]=1.[NH2:18][C:19]1[O:20][CH:21]=[CH:22][N:23]=1. (8) Given the product [Cl:15][C:16]1[CH:29]=[C:28]([Cl:30])[CH:27]=[CH:26][C:17]=1[O:18][C:19]1[CH:25]=[CH:24][CH:23]=[CH:22][C:20]=1[NH:21][S:10]([C:7]1[CH:8]=[CH:9][C:4]([N+:1]([O-:3])=[O:2])=[CH:5][CH:6]=1)(=[O:12])=[O:11], predict the reactants needed to synthesize it. The reactants are: [N+:1]([C:4]1[CH:9]=[CH:8][C:7]([S:10](Cl)(=[O:12])=[O:11])=[CH:6][CH:5]=1)([O-:3])=[O:2].Cl.[Cl:15][C:16]1[CH:29]=[C:28]([Cl:30])[CH:27]=[CH:26][C:17]=1[O:18][C:19]1[CH:25]=[CH:24][CH:23]=[CH:22][C:20]=1[NH2:21]. (9) Given the product [N:12]1([C:10](=[NH:11])[N:1]2[CH2:8][CH2:9][C@@H:4]([NH:3][C:26](=[O:27])[O:25][C:21]([CH3:24])([CH3:23])[CH3:22])[CH2:5]2)[C:16]2[CH:17]=[CH:18][CH:19]=[CH:20][C:15]=2[N:14]=[N:13]1, predict the reactants needed to synthesize it. The reactants are: [N:1]1([C:10]([N:12]2[C:16]3[CH:17]=[CH:18][CH:19]=[CH:20][C:15]=3[N:14]=[N:13]2)=[NH:11])[C:5]2C=C[CH:8]=[CH:9][C:4]=2[N:3]=N1.[C:21]([O:25][C:26](N[C@H]1CCNC1)=[O:27])([CH3:24])([CH3:23])[CH3:22].